Dataset: Catalyst prediction with 721,799 reactions and 888 catalyst types from USPTO. Task: Predict which catalyst facilitates the given reaction. Reactant: P([O-])([O-])([O-])=O.[K+].[K+].[K+].C1(P(C2CCCCC2)C2C=CC=CC=2C2C(C(C)C)=CC(C(C)C)=CC=2C(C)C)CCCCC1.Br[C:44]1[C:51]([CH3:52])=[CH:50][CH:49]=[CH:48][C:45]=1[C:46]#[N:47].[O:53]1[CH2:58][CH2:57][N:56]([C:59]2[C:60]([NH2:78])=[N:61][C:62]3[C:67]([CH:68]=2)=[CH:66][C:65](B2OC(C)(C)C(C)(C)O2)=[CH:64][CH:63]=3)[CH2:55][CH2:54]1. Product: [NH2:78][C:60]1[C:59]([N:56]2[CH2:57][CH2:58][O:53][CH2:54][CH2:55]2)=[CH:68][C:67]2[C:62](=[CH:63][CH:64]=[C:65]([C:44]3[C:51]([CH3:52])=[CH:50][CH:49]=[CH:48][C:45]=3[C:46]#[N:47])[CH:66]=2)[N:61]=1. The catalyst class is: 552.